Task: Regression. Given a peptide amino acid sequence and an MHC pseudo amino acid sequence, predict their binding affinity value. This is MHC class II binding data.. Dataset: Peptide-MHC class II binding affinity with 134,281 pairs from IEDB (1) The peptide sequence is TPFSLAEGIVLASAA. The MHC is HLA-DQA10501-DQB10302 with pseudo-sequence HLA-DQA10501-DQB10302. The binding affinity (normalized) is 0.497. (2) The peptide sequence is YTGRLSQAQLMPSPP. The MHC is HLA-DQA10501-DQB10201 with pseudo-sequence HLA-DQA10501-DQB10201. The binding affinity (normalized) is 0.207. (3) The MHC is HLA-DPA10301-DPB10402 with pseudo-sequence HLA-DPA10301-DPB10402. The peptide sequence is VGSLQYLALTALITPKK. The binding affinity (normalized) is 0.965. (4) The peptide sequence is YEAFVLHFSEALHII. The MHC is HLA-DQA10102-DQB10602 with pseudo-sequence HLA-DQA10102-DQB10602. The binding affinity (normalized) is 0.436. (5) The peptide sequence is EGGNIYTKKEAFNVE. The MHC is DRB4_0101 with pseudo-sequence DRB4_0103. The binding affinity (normalized) is 0.0979. (6) The peptide sequence is DCIMTSYQYLIIQNT. The binding affinity (normalized) is 0.306. The MHC is H-2-IAb with pseudo-sequence H-2-IAb. (7) The peptide sequence is KVFLTQMNARGVKVK. The MHC is DRB1_0401 with pseudo-sequence DRB1_0401. The binding affinity (normalized) is 0.710. (8) The peptide sequence is YDKFLANCSTVLTGK. The MHC is DRB1_0405 with pseudo-sequence DRB1_0405. The binding affinity (normalized) is 0.569. (9) The peptide sequence is INEPTAAAIAYGLGR. The MHC is HLA-DQA10102-DQB10602 with pseudo-sequence HLA-DQA10102-DQB10602. The binding affinity (normalized) is 0.756.